From a dataset of Full USPTO retrosynthesis dataset with 1.9M reactions from patents (1976-2016). Predict the reactants needed to synthesize the given product. Given the product [Si:9]([O:16][CH2:17][CH2:18][N:19]([C:7]#[N:6])[C:20]1[CH:21]=[C:22]([CH:43]=[CH:44][CH:45]=1)[CH2:23][N:24]1[C:32](=[O:33])[C:31]2[C:26](=[CH:27][CH:28]=[CH:29][C:30]=2[NH:34][C:35]([C:37]2[S:38][C:39]([Cl:42])=[CH:40][CH:41]=2)=[O:36])[CH2:25]1)([C:12]([CH3:15])([CH3:13])[CH3:14])([CH3:11])[CH3:10], predict the reactants needed to synthesize it. The reactants are: C(=O)(O)[O-].[Na+].[N:6]#[C:7]Br.[Si:9]([O:16][CH2:17][CH2:18][NH:19][C:20]1[CH:21]=[C:22]([CH:43]=[CH:44][CH:45]=1)[CH2:23][N:24]1[C:32](=[O:33])[C:31]2[C:26](=[CH:27][CH:28]=[CH:29][C:30]=2[NH:34][C:35]([C:37]2[S:38][C:39]([Cl:42])=[CH:40][CH:41]=2)=[O:36])[CH2:25]1)([C:12]([CH3:15])([CH3:14])[CH3:13])([CH3:11])[CH3:10].O.ClCCl.